Dataset: Reaction yield outcomes from USPTO patents with 853,638 reactions. Task: Predict the reaction yield, written as a fraction of the theoretical maximum amount of product (1.0 means a 100% yield; for example, 0.34 means a 34% yield). The reactants are P(Br)(Br)([Br:3])=O.[CH2:6]([N:10]1[CH:15]=[CH:14][C:13](O)=[CH:12][C:11]1=[O:17])[CH2:7][CH2:8][CH3:9]. The catalyst is CN(C=O)C. The product is [Br:3][C:13]1[CH:14]=[CH:15][N:10]([CH2:6][CH2:7][CH2:8][CH3:9])[C:11](=[O:17])[CH:12]=1. The yield is 0.930.